From a dataset of Peptide-MHC class I binding affinity with 185,985 pairs from IEDB/IMGT. Regression. Given a peptide amino acid sequence and an MHC pseudo amino acid sequence, predict their binding affinity value. This is MHC class I binding data. (1) The peptide sequence is ILNHKFCNL. The MHC is HLA-B18:01 with pseudo-sequence HLA-B18:01. The binding affinity (normalized) is 0.0847. (2) The peptide sequence is HSNIEEVAL. The MHC is HLA-B44:02 with pseudo-sequence HLA-B44:02. The binding affinity (normalized) is 0. (3) The MHC is HLA-A69:01 with pseudo-sequence HLA-A69:01. The binding affinity (normalized) is 0.0847. The peptide sequence is YQKVGMQKY. (4) The peptide sequence is VLTGNLQTL. The MHC is HLA-B18:01 with pseudo-sequence HLA-B18:01. The binding affinity (normalized) is 0.0847. (5) The peptide sequence is QQDTNSAGL. The MHC is HLA-A03:01 with pseudo-sequence HLA-A03:01. The binding affinity (normalized) is 0.0847. (6) The peptide sequence is AAAQGQAPL. The MHC is HLA-A02:12 with pseudo-sequence HLA-A02:12. The binding affinity (normalized) is 0.0847. (7) The peptide sequence is SGCYIHFFR. The MHC is HLA-A11:01 with pseudo-sequence HLA-A11:01. The binding affinity (normalized) is 0.627.